Dataset: Forward reaction prediction with 1.9M reactions from USPTO patents (1976-2016). Task: Predict the product of the given reaction. (1) Given the reactants [C:1]([NH2:4])(=[S:3])[CH3:2].Br[CH2:6][C:7]([C:9]1[CH:18]=[CH:17][C:16]2[NH:15][C:14](=[O:19])[C:13]3[NH:20][CH:21]=[CH:22][C:12]=3[C:11]=2[CH:10]=1)=O.[CH2:23]([C:25]([O-:27])=[O:26])[CH3:24].C(N(CC)CC)C, predict the reaction product. The product is: [CH3:2][C:1]1[S:3][CH:6]=[C:7]([C:9]2[CH:18]=[CH:17][C:16]3[NH:15][C:14](=[O:19])[C:13]4[NH:20][CH:21]=[CH:22][C:12]=4[C:11]=3[CH:10]=2)[N:4]=1.[CH2:23]([C:25]([O-:27])=[O:26])[CH3:24]. (2) Given the reactants [CH3:1][N:2]1[CH:6]=[C:5]([C:7]2[CH:12]=[CH:11][C:10]([C:13]3[C:22]4[C:17](=[CH:18][CH:19]=[C:20]([C:23](O)=[O:24])[CH:21]=4)[CH:16]=[N:15][CH:14]=3)=[CH:9][CH:8]=2)[CH:4]=[N:3]1.CN(C(ON1N=NC2C=CC=NC1=2)=[N+](C)C)C.F[P-](F)(F)(F)(F)F.CCN(C(C)C)C(C)C.[F:59][C:60]1([CH3:64])[CH2:63][NH:62][CH2:61]1.[OH-].[Na+], predict the reaction product. The product is: [F:59][C:60]1([CH3:64])[CH2:63][N:62]([C:23]([C:20]2[CH:21]=[C:22]3[C:17](=[CH:18][CH:19]=2)[CH:16]=[N:15][CH:14]=[C:13]3[C:10]2[CH:11]=[CH:12][C:7]([C:5]3[CH:4]=[N:3][N:2]([CH3:1])[CH:6]=3)=[CH:8][CH:9]=2)=[O:24])[CH2:61]1. (3) Given the reactants [Cl-].[NH4+].[B-](F)(F)(F)F.CCOC(C(C#N)=[N:14]OC(N(C)C)=[N+](C)C)=O.C(N(CC)C(C)C)(C)C.[CH3:34][C:35]1[N:44]([CH2:45][CH2:46][CH3:47])[C:43](=[O:48])[C:42]2[C:37](=[CH:38][CH:39]=[C:40]([C:49]([C:51]3[N:55]4[CH:56]=[CH:57][CH:58]=[CH:59][C:54]4=[C:53]([C:60]4[CH:61]=[C:62]([CH:66]=[CH:67][CH:68]=4)[C:63]([OH:65])=O)[N:52]=3)=[O:50])[CH:41]=2)[N:36]=1, predict the reaction product. The product is: [CH3:34][C:35]1[N:44]([CH2:45][CH2:46][CH3:47])[C:43](=[O:48])[C:42]2[C:37](=[CH:38][CH:39]=[C:40]([C:49]([C:51]3[N:55]4[CH:56]=[CH:57][CH:58]=[CH:59][C:54]4=[C:53]([C:60]4[CH:61]=[C:62]([CH:66]=[CH:67][CH:68]=4)[C:63]([NH2:14])=[O:65])[N:52]=3)=[O:50])[CH:41]=2)[N:36]=1. (4) The product is: [CH3:13][CH:12]1[NH:8][CH2:9][CH:10]([CH2:14][N:15]2[C:23]3[C:18](=[CH:19][C:20]([C:24]4[CH:25]=[N:26][N:27]([CH:29]5[CH2:34][CH2:33][CH2:32][CH2:31][O:30]5)[CH:28]=4)=[CH:21][CH:22]=3)[CH:17]=[CH:16]2)[CH2:11]1. Given the reactants C([N:8]1[CH:12]([CH3:13])[CH2:11][CH:10]([CH2:14][N:15]2[C:23]3[C:18](=[CH:19][C:20]([C:24]4[CH:25]=[N:26][N:27]([CH:29]5[CH2:34][CH2:33][CH2:32][CH2:31][O:30]5)[CH:28]=4)=[CH:21][CH:22]=3)[CH:17]=[CH:16]2)[CH2:9]1)C1C=CC=CC=1.C([O-])=O.[NH4+].C(OCC)(=O)C, predict the reaction product. (5) Given the reactants Cl[C:2]1[C:3]2[CH:10]=[CH:9][NH:8][C:4]=2[N:5]=[CH:6][N:7]=1.[CH:11]1([Mg]Br)[CH2:13][CH2:12]1.ClCCl, predict the reaction product. The product is: [CH:11]1([C:2]2[C:3]3[CH:10]=[CH:9][NH:8][C:4]=3[N:5]=[CH:6][N:7]=2)[CH2:13][CH2:12]1. (6) Given the reactants [Br:1][C:2]1[CH:7]=[CH:6][N+:5]([O-])=[C:4]([CH2:9][CH3:10])[CH:3]=1.C[Si]([C:15]#[N:16])(C)C.C(OC(C1C=C(Br)C=C(C(C)C)N=1)=O)C, predict the reaction product. The product is: [Br:1][C:2]1[CH:3]=[C:4]([CH2:9][CH3:10])[N:5]=[C:6]([C:15]#[N:16])[CH:7]=1. (7) Given the reactants [Br:1][C:2]1[CH:3]=[N:4][C:5](F)=[C:6]([CH:10]=1)[C:7]([OH:9])=[O:8].[CH2:12]([NH:14][CH2:15][CH3:16])[CH3:13], predict the reaction product. The product is: [Br:1][C:2]1[CH:3]=[N:4][C:5]([N:14]([CH2:15][CH3:16])[CH2:12][CH3:13])=[C:6]([CH:10]=1)[C:7]([OH:9])=[O:8]. (8) Given the reactants [OH:1][C:2]1([C:9]2[CH:14]=[CH:13][C:12]([C:15]3[CH2:19][C:18]([C:24]4[CH:29]=[C:28]([Cl:30])[C:27]([Cl:31])=[C:26]([Cl:32])[CH:25]=4)([C:20]([F:23])([F:22])[F:21])[O:17][N:16]=3)=[CH:11][CH:10]=2)[CH2:5][CH:4]([C:6](O)=[O:7])[CH2:3]1.CC[N:35]([CH:39]([CH3:41])[CH3:40])C(C)C.C1C=CC2N(O)N=NC=2C=1.CCN=C=NCCCN(C)C.Cl.Cl.C1(N)CC1, predict the reaction product. The product is: [CH:39]1([NH:35][C:6]([CH:4]2[CH2:3][C:2]([OH:1])([C:9]3[CH:14]=[CH:13][C:12]([C:15]4[CH2:19][C:18]([C:24]5[CH:25]=[C:26]([Cl:32])[C:27]([Cl:31])=[C:28]([Cl:30])[CH:29]=5)([C:20]([F:23])([F:21])[F:22])[O:17][N:16]=4)=[CH:11][CH:10]=3)[CH2:5]2)=[O:7])[CH2:41][CH2:40]1.